From a dataset of Peptide-MHC class I binding affinity with 185,985 pairs from IEDB/IMGT. Regression. Given a peptide amino acid sequence and an MHC pseudo amino acid sequence, predict their binding affinity value. This is MHC class I binding data. (1) The peptide sequence is EMWAQDAAMY. The MHC is HLA-B45:01 with pseudo-sequence HLA-B45:01. The binding affinity (normalized) is 0. (2) The binding affinity (normalized) is 0.0847. The peptide sequence is EAYCALLCK. The MHC is HLA-A02:03 with pseudo-sequence HLA-A02:03. (3) The peptide sequence is MVIGMAMTTV. The MHC is HLA-A02:06 with pseudo-sequence HLA-A02:06. The binding affinity (normalized) is 0.846. (4) The peptide sequence is KILSVFFLA. The MHC is HLA-A02:06 with pseudo-sequence HLA-A02:06. The binding affinity (normalized) is 0.808. (5) The peptide sequence is NLSWLSLDV. The MHC is HLA-A03:01 with pseudo-sequence HLA-A03:01. The binding affinity (normalized) is 0.156. (6) The peptide sequence is FKRKGGIGGY. The MHC is HLA-A30:02 with pseudo-sequence HLA-A30:02. The binding affinity (normalized) is 0. (7) The peptide sequence is CASSSDWFY. The MHC is HLA-A23:01 with pseudo-sequence HLA-A23:01. The binding affinity (normalized) is 0.0847. (8) The peptide sequence is LMHLVSLYK. The MHC is HLA-A02:01 with pseudo-sequence HLA-A02:01. The binding affinity (normalized) is 0. (9) The peptide sequence is STLPGNPAI. The MHC is Mamu-A01 with pseudo-sequence Mamu-A01. The binding affinity (normalized) is 0.222.